From a dataset of Forward reaction prediction with 1.9M reactions from USPTO patents (1976-2016). Predict the product of the given reaction. (1) Given the reactants [Br:1][C:2]1[CH:24]=[N:23][C:5]2[N:6]([CH3:22])[C:7](=[O:21])[N:8]([CH2:11][CH2:12][CH2:13][O:14][CH:15]3CCCC[O:16]3)[C:9](=[O:10])[C:4]=2[C:3]=1[CH:25](O)[CH2:26][CH:27]([CH3:29])[CH3:28], predict the reaction product. The product is: [CH:15]([O:14][CH2:13][CH2:12][CH2:11][N:8]1[C:9](=[O:10])[C:4]2[C:3]([CH2:25][CH2:26][CH:27]([CH3:29])[CH3:28])=[C:2]([Br:1])[CH:24]=[N:23][C:5]=2[N:6]([CH3:22])[C:7]1=[O:21])=[O:16]. (2) Given the reactants [C:1]([BH3-])#N.[Na+].[Br:5][C:6]1[CH:7]=[CH:8][C:9]([CH2:12][NH:13][CH:14]2[CH2:19][CH2:18][N:17]([C:20]([O:22][C:23]([CH3:26])([CH3:25])[CH3:24])=[O:21])[CH2:16][CH2:15]2)=[N:10][CH:11]=1.Cl.C([O-])(O)=O.[Na+], predict the reaction product. The product is: [Br:5][C:6]1[CH:7]=[CH:8][C:9]([CH2:12][N:13]([CH3:1])[CH:14]2[CH2:15][CH2:16][N:17]([C:20]([O:22][C:23]([CH3:26])([CH3:25])[CH3:24])=[O:21])[CH2:18][CH2:19]2)=[N:10][CH:11]=1. (3) Given the reactants C[O:2][C:3]1[C:8]([C:9]2[CH:10]=[CH:11][C:12]3[O:16][N:15]=[C:14]([N:17](C(OC(C)(C)C)=O)C(OC(C)(C)C)=O)[C:13]=3[CH:32]=2)=[CH:7][CH:6]=[CH:5][N:4]=1.B(Br)(Br)Br, predict the reaction product. The product is: [NH2:17][C:14]1[C:13]2[CH:32]=[C:9]([C:8]3[C:3](=[O:2])[NH:4][CH:5]=[CH:6][CH:7]=3)[CH:10]=[CH:11][C:12]=2[O:16][N:15]=1. (4) Given the reactants [OH-].[Na+].[C:3]1([C:9]2[N:14]3[CH:15]=[C:16]([CH2:18][O:19][C:20]4[CH:41]=[CH:40][C:23]([CH2:24][O:25]/[N:26]=[C:27](/[C:34]5[CH:39]=[CH:38][CH:37]=[CH:36][CH:35]=5)\[CH2:28][CH2:29][C:30]([O:32]C)=[O:31])=[CH:22][CH:21]=4)[N:17]=[C:13]3[CH:12]=[CH:11][CH:10]=2)[CH:8]=[CH:7][CH:6]=[CH:5][CH:4]=1.CO.Cl, predict the reaction product. The product is: [C:3]1([C:9]2[N:14]3[CH:15]=[C:16]([CH2:18][O:19][C:20]4[CH:21]=[CH:22][C:23]([CH2:24][O:25]/[N:26]=[C:27](/[C:34]5[CH:35]=[CH:36][CH:37]=[CH:38][CH:39]=5)\[CH2:28][CH2:29][C:30]([OH:32])=[O:31])=[CH:40][CH:41]=4)[N:17]=[C:13]3[CH:12]=[CH:11][CH:10]=2)[CH:4]=[CH:5][CH:6]=[CH:7][CH:8]=1.